This data is from Peptide-MHC class I binding affinity with 185,985 pairs from IEDB/IMGT. The task is: Regression. Given a peptide amino acid sequence and an MHC pseudo amino acid sequence, predict their binding affinity value. This is MHC class I binding data. (1) The peptide sequence is DYDCVSFCY. The MHC is HLA-A23:01 with pseudo-sequence HLA-A23:01. The binding affinity (normalized) is 0.0806. (2) The peptide sequence is EVNDTHYTV. The MHC is HLA-A02:02 with pseudo-sequence HLA-A02:02. The binding affinity (normalized) is 0.548. (3) The peptide sequence is YMKPGSSPL. The MHC is HLA-A11:01 with pseudo-sequence HLA-A11:01. The binding affinity (normalized) is 0.0847. (4) The binding affinity (normalized) is 0.149. The peptide sequence is SIFQSSMTK. The MHC is HLA-A31:01 with pseudo-sequence HLA-A31:01. (5) The peptide sequence is THLEVCFMY. The MHC is HLA-B27:05 with pseudo-sequence HLA-B27:05. The binding affinity (normalized) is 0.0847. (6) The peptide sequence is LSVSDRCPL. The MHC is H-2-Db with pseudo-sequence H-2-Db. The binding affinity (normalized) is 0.524. (7) The peptide sequence is FVTLITGNM. The MHC is HLA-A26:01 with pseudo-sequence HLA-A26:01. The binding affinity (normalized) is 0.331. (8) The peptide sequence is GYLNACGHF. The MHC is HLA-B08:01 with pseudo-sequence HLA-B08:01. The binding affinity (normalized) is 0.0847.